The task is: Predict which catalyst facilitates the given reaction.. This data is from Catalyst prediction with 721,799 reactions and 888 catalyst types from USPTO. (1) Reactant: [NH2:1][C:2]1[C:6]2[C:7](=[O:19])[N:8]([C:12]3[CH:17]=[CH:16][CH:15]=[CH:14][C:13]=3[Cl:18])[CH:9]=[C:10](Br)[C:5]=2[NH:4][N:3]=1.[F:20][C:21]1[CH:26]=[CH:25][CH:24]=[CH:23][C:22]=1B(O)O.C(=O)([O-])[O-].[K+].[K+].COCCOC. Product: [NH2:1][C:2]1[C:6]2[C:7](=[O:19])[N:8]([C:12]3[CH:17]=[CH:16][CH:15]=[CH:14][C:13]=3[Cl:18])[CH:9]=[C:10]([C:22]3[CH:23]=[CH:24][CH:25]=[CH:26][C:21]=3[F:20])[C:5]=2[NH:4][N:3]=1. The catalyst class is: 103. (2) Reactant: [CH:1]([O:14][C:15](=[O:60])[C@@H:16]([O:41]/[N:42]=[C:43](/[C:47]1[N:48]=[C:49]([NH:52][C:53]([O:55][C:56]([CH3:59])([CH3:58])[CH3:57])=[O:54])[S:50][CH:51]=1)\[C:44]([OH:46])=O)[CH2:17][O:18][C:19]1[CH:24]=[CH:23][C:22]([C:25](=[NH:40])[NH:26][CH:27]2[CH2:32][CH2:31][N:30]([C:33]([O:35][C:36]([CH3:39])([CH3:38])[CH3:37])=[O:34])[CH2:29][CH2:28]2)=[CH:21][CH:20]=1)([C:8]1[CH:13]=[CH:12][CH:11]=[CH:10][CH:9]=1)[C:2]1[CH:7]=[CH:6][CH:5]=[CH:4][CH:3]=1.[N:61]1([CH2:66][C@H:67]2[NH:70][C:69](=[O:71])[C@H:68]2[NH2:72])[CH:65]=[N:64][CH:63]=[N:62]1.CN(C(ON1N=NC2C=CC=NC1=2)=[N+](C)C)C.F[P-](F)(F)(F)(F)F.CCN(C(C)C)C(C)C. Product: [N:61]1([CH2:66][C@@H:67]2[C@H:68]([NH:72][C:44](=[O:46])/[C:43](=[N:42]\[O:41][C@H:16]([C:15]([O:14][CH:1]([C:2]3[CH:7]=[CH:6][CH:5]=[CH:4][CH:3]=3)[C:8]3[CH:9]=[CH:10][CH:11]=[CH:12][CH:13]=3)=[O:60])[CH2:17][O:18][C:19]3[CH:20]=[CH:21][C:22]([C:25](=[NH:40])[NH:26][CH:27]4[CH2:28][CH2:29][N:30]([C:33]([O:35][C:36]([CH3:39])([CH3:37])[CH3:38])=[O:34])[CH2:31][CH2:32]4)=[CH:23][CH:24]=3)/[C:47]3[N:48]=[C:49]([NH:52][C:53]([O:55][C:56]([CH3:58])([CH3:59])[CH3:57])=[O:54])[S:50][CH:51]=3)[C:69](=[O:71])[NH:70]2)[CH:65]=[N:64][CH:63]=[N:62]1. The catalyst class is: 31. (3) Reactant: [CH3:1][C:2]1[C:3]([O:12][C:13]2[C:18]([CH3:19])=[CH:17][C:16]([CH3:20])=[CH:15][C:14]=2[CH3:21])=[N:4][C:5]([CH3:11])=[CH:6][C:7]=1[NH:8][CH2:9][CH3:10].C[Si]([N-][Si](C)(C)C)(C)C.[Li+].[CH3:32][CH2:33]CCCC.I[CH2:39]CC. Product: [CH3:1][C:2]1[C:3]([O:12][C:13]2[C:18]([CH3:19])=[CH:17][C:16]([CH3:20])=[CH:15][C:14]=2[CH3:21])=[N:4][C:5]([CH3:11])=[CH:6][C:7]=1[N:8]([CH2:32][CH3:33])[CH2:9][CH2:10][CH3:39]. The catalyst class is: 1. (4) Reactant: [Cl:1][C:2]1[CH:3]=[C:4]([NH:9][CH:10]([CH2:13][CH3:14])[CH2:11][CH3:12])[C:5]([NH2:8])=[N:6][CH:7]=1.C1N=CN([C:20](N2C=NC=C2)=[O:21])C=1. Product: [Cl:1][C:2]1[CH:3]=[C:4]2[N:9]([CH:10]([CH2:13][CH3:14])[CH2:11][CH3:12])[C:20]([OH:21])=[N:8][C:5]2=[N:6][CH:7]=1. The catalyst class is: 1. (5) Reactant: Br.Br.Br.[CH2:4]([C:6]1[C:7]([C:14]2[CH:22]=[C:21]3[C:17]([C:18]([C:23]4[NH:32][C:26]5[CH2:27][CH2:28][NH:29][CH2:30][CH2:31][C:25]=5[N:24]=4)=[N:19][NH:20]3)=[CH:16][CH:15]=2)=[CH:8][C:9]([F:13])=[C:10]([OH:12])[CH:11]=1)[CH3:5].[C:33]([C:35]1[CH:43]=[CH:42][C:38]([C:39](Cl)=[O:40])=[CH:37][N:36]=1)#[N:34].CCN(C(C)C)C(C)C.C(=O)([O-])O.[Na+]. Product: [CH2:4]([C:6]1[CH:11]=[C:10]([OH:12])[C:9]([F:13])=[CH:8][C:7]=1[C:14]1[CH:22]=[C:21]2[C:17]([C:18]([C:23]3[NH:32][C:26]4[CH2:27][CH2:28][N:29]([C:39]([C:38]5[CH:42]=[CH:43][C:35]([C:33]#[N:34])=[N:36][CH:37]=5)=[O:40])[CH2:30][CH2:31][C:25]=4[N:24]=3)=[N:19][NH:20]2)=[CH:16][CH:15]=1)[CH3:5]. The catalyst class is: 3. (6) Reactant: [N+](C1C=CC=CC=1S([O:13][CH:14]1[CH2:19][CH2:18][N:17]([C:20]([O:22][C:23]([CH3:26])([CH3:25])[CH3:24])=[O:21])[CH2:16][CH2:15]1)(=O)=O)([O-])=O.O[C:28]1[CH:37]=[C:36]2[C:31]([CH2:32][CH2:33][C:34](=[O:38])[NH:35]2)=[CH:30][CH:29]=1.C(=O)([O-])[O-].[Cs+].[Cs+]. Product: [O:38]=[C:34]1[CH2:33][CH2:32][C:31]2[C:36](=[CH:37][C:28]([O:13][CH:14]3[CH2:15][CH2:16][N:17]([C:20]([O:22][C:23]([CH3:24])([CH3:25])[CH3:26])=[O:21])[CH2:18][CH2:19]3)=[CH:29][CH:30]=2)[NH:35]1. The catalyst class is: 9.